From a dataset of NCI-60 drug combinations with 297,098 pairs across 59 cell lines. Regression. Given two drug SMILES strings and cell line genomic features, predict the synergy score measuring deviation from expected non-interaction effect. (1) Drug 1: CCC1=CC2CC(C3=C(CN(C2)C1)C4=CC=CC=C4N3)(C5=C(C=C6C(=C5)C78CCN9C7C(C=CC9)(C(C(C8N6C)(C(=O)OC)O)OC(=O)C)CC)OC)C(=O)OC.C(C(C(=O)O)O)(C(=O)O)O. Drug 2: C1=CC(=CC=C1C#N)C(C2=CC=C(C=C2)C#N)N3C=NC=N3. Cell line: SR. Synergy scores: CSS=48.6, Synergy_ZIP=-0.145, Synergy_Bliss=-1.15, Synergy_Loewe=-27.3, Synergy_HSA=-0.123. (2) Drug 1: CC(CN1CC(=O)NC(=O)C1)N2CC(=O)NC(=O)C2. Drug 2: C1=CC(=CC=C1CC(C(=O)O)N)N(CCCl)CCCl.Cl. Cell line: SF-295. Synergy scores: CSS=32.0, Synergy_ZIP=-7.02, Synergy_Bliss=0.119, Synergy_Loewe=2.15, Synergy_HSA=3.09. (3) Drug 1: CC12CCC3C(C1CCC2O)C(CC4=C3C=CC(=C4)O)CCCCCCCCCS(=O)CCCC(C(F)(F)F)(F)F. Drug 2: CC1=C(C(=O)C2=C(C1=O)N3CC4C(C3(C2COC(=O)N)OC)N4)N. Cell line: MDA-MB-231. Synergy scores: CSS=8.42, Synergy_ZIP=-3.87, Synergy_Bliss=0.624, Synergy_Loewe=-3.88, Synergy_HSA=0.918. (4) Drug 1: CC1=C(C=C(C=C1)NC2=NC=CC(=N2)N(C)C3=CC4=NN(C(=C4C=C3)C)C)S(=O)(=O)N.Cl. Drug 2: CC1=C(N=C(N=C1N)C(CC(=O)N)NCC(C(=O)N)N)C(=O)NC(C(C2=CN=CN2)OC3C(C(C(C(O3)CO)O)O)OC4C(C(C(C(O4)CO)O)OC(=O)N)O)C(=O)NC(C)C(C(C)C(=O)NC(C(C)O)C(=O)NCCC5=NC(=CS5)C6=NC(=CS6)C(=O)NCCC[S+](C)C)O. Cell line: SK-MEL-5. Synergy scores: CSS=-3.32, Synergy_ZIP=-1.65, Synergy_Bliss=-6.03, Synergy_Loewe=-13.3, Synergy_HSA=-8.18. (5) Cell line: PC-3. Drug 1: CC(C)(C#N)C1=CC(=CC(=C1)CN2C=NC=N2)C(C)(C)C#N. Drug 2: CC1C(C(CC(O1)OC2CC(CC3=C2C(=C4C(=C3O)C(=O)C5=C(C4=O)C(=CC=C5)OC)O)(C(=O)CO)O)N)O.Cl. Synergy scores: CSS=49.1, Synergy_ZIP=0.180, Synergy_Bliss=1.33, Synergy_Loewe=1.11, Synergy_HSA=2.23. (6) Drug 1: CC12CCC3C(C1CCC2=O)CC(=C)C4=CC(=O)C=CC34C. Drug 2: CC1CCC2CC(C(=CC=CC=CC(CC(C(=O)C(C(C(=CC(C(=O)CC(OC(=O)C3CCCCN3C(=O)C(=O)C1(O2)O)C(C)CC4CCC(C(C4)OC)OCCO)C)C)O)OC)C)C)C)OC. Cell line: LOX IMVI. Synergy scores: CSS=30.4, Synergy_ZIP=-0.0914, Synergy_Bliss=-0.798, Synergy_Loewe=-0.645, Synergy_HSA=1.77. (7) Drug 1: CN1C(=O)N2C=NC(=C2N=N1)C(=O)N. Drug 2: CCCCCOC(=O)NC1=NC(=O)N(C=C1F)C2C(C(C(O2)C)O)O. Cell line: K-562. Synergy scores: CSS=12.4, Synergy_ZIP=-6.17, Synergy_Bliss=-7.97, Synergy_Loewe=-15.3, Synergy_HSA=-3.94.